The task is: Predict the reactants needed to synthesize the given product.. This data is from Full USPTO retrosynthesis dataset with 1.9M reactions from patents (1976-2016). (1) Given the product [F:21][C:20]([F:23])([F:22])[CH2:19][N:18]1[C:14]([C:12]2[N:13]=[C:6]3[C:5]4[CH:24]=[CH:25][C:2]([C:38]5[CH:37]=[N:36][N:35]([CH2:34][CH2:33][OH:32])[CH:39]=5)=[CH:3][C:4]=4[O:10][CH2:9][CH2:8][N:7]3[CH:11]=2)=[N:15][CH:16]=[N:17]1, predict the reactants needed to synthesize it. The reactants are: Br[C:2]1[CH:25]=[CH:24][C:5]2[C:6]3[N:7]([CH:11]=[C:12]([C:14]4[N:18]([CH2:19][C:20]([F:23])([F:22])[F:21])[N:17]=[CH:16][N:15]=4)[N:13]=3)[CH2:8][CH2:9][O:10][C:4]=2[CH:3]=1.O1CCCCC1[O:32][CH2:33][CH2:34][N:35]1[CH:39]=[C:38](B2OC(C)(C)C(C)(C)O2)[CH:37]=[N:36]1. (2) The reactants are: [CH3:1][C:2]1([CH3:10])[O:7][C:6](=[O:8])[CH2:5][C:4](=[O:9])[O:3]1.CCN=C=NCCCN(C)C.Cl.[F:23][C:24]([F:35])([F:34])[C:25]1[CH:33]=[CH:32][C:28]([C:29](O)=[O:30])=[CH:27][CH:26]=1.O. Given the product [CH3:1][C:2]1([CH3:10])[O:7][C:6](=[O:8])[CH:5]([C:29](=[O:30])[C:28]2[CH:32]=[CH:33][C:25]([C:24]([F:23])([F:34])[F:35])=[CH:26][CH:27]=2)[C:4](=[O:9])[O:3]1, predict the reactants needed to synthesize it. (3) Given the product [F:34][C:35]1[CH:36]=[CH:37][C:38]([O:17][CH2:18][CH2:19][C@@H:20]2[CH2:26][C@H:25]3[C@H:23]([CH2:24]3)[CH2:22][N:21]2[C:27]([O:29][C:30]([CH3:33])([CH3:32])[CH3:31])=[O:28])=[N:39][CH:40]=1, predict the reactants needed to synthesize it. The reactants are: N(C(OC(C)(C)C)=O)=NC(OC(C)(C)C)=O.[OH:17][CH2:18][CH2:19][C@@H:20]1[CH2:26][C@H:25]2[C@H:23]([CH2:24]2)[CH2:22][N:21]1[C:27]([O:29][C:30]([CH3:33])([CH3:32])[CH3:31])=[O:28].[F:34][C:35]1[CH:36]=[CH:37][C:38](O)=[N:39][CH:40]=1. (4) Given the product [CH3:1][C@@:2]([S:25]([CH3:28])(=[O:27])=[O:26])([CH2:8][CH2:9][N:10]1[CH:14]=[C:13]([C:15]2[CH:24]=[N:23][C:22]3[C:17](=[CH:18][CH:19]=[CH:20][CH:21]=3)[N:16]=2)[CH:12]=[N:11]1)[C:3]([OH:5])=[O:4], predict the reactants needed to synthesize it. The reactants are: [CH3:1][C@@:2]([S:25]([CH3:28])(=[O:27])=[O:26])([CH2:8][CH2:9][N:10]1[CH:14]=[C:13]([C:15]2[CH:24]=[N:23][C:22]3[C:17](=[CH:18][CH:19]=[CH:20][CH:21]=3)[N:16]=2)[CH:12]=[N:11]1)[C:3]([O:5]CC)=[O:4].[Li+].[OH-].Cl. (5) Given the product [C:4]([O:3][C:1](=[O:2])[N:8]([CH:9]([C:11](=[O:13])[NH:48][CH:49]([C:50]([N:52]1[CH2:56][CH2:55][CH:54]2[N:57]([C:70]3[N:75]=[CH:74][CH:73]=[CH:72][N:71]=3)[CH2:58][CH:59]([C:60]3[C:68]4[C:63](=[CH:64][C:65]([F:69])=[CH:66][CH:67]=4)[NH:62][CH:61]=3)[CH:53]12)=[O:51])[CH:76]([CH3:77])[CH3:78])[CH3:10])[CH3:14])([CH3:5])([CH3:6])[CH3:7], predict the reactants needed to synthesize it. The reactants are: [C:1]([N:8]([CH3:14])[C@H:9]([C:11]([OH:13])=O)[CH3:10])([O:3][C:4]([CH3:7])([CH3:6])[CH3:5])=[O:2].CN(C(ON1N=NC2C=CC=NC1=2)=[N+](C)C)C.F[P-](F)(F)(F)(F)F.CCN(C(C)C)C(C)C.[NH2:48][CH:49]([CH:76]([CH3:78])[CH3:77])[C:50]([N:52]1[CH2:56][CH2:55][CH:54]2[N:57]([C:70]3[N:75]=[CH:74][CH:73]=[CH:72][N:71]=3)[CH2:58][CH:59]([C:60]3[C:68]4[C:63](=[CH:64][C:65]([F:69])=[CH:66][CH:67]=4)[NH:62][CH:61]=3)[CH:53]12)=[O:51].